This data is from Forward reaction prediction with 1.9M reactions from USPTO patents (1976-2016). The task is: Predict the product of the given reaction. (1) Given the reactants [CH3:1][O:2][C:3](=[O:14])[C@H:4]([CH2:6][C:7]1[CH:12]=[CH:11][C:10]([OH:13])=[CH:9][CH:8]=1)[NH2:5].[C:15]1([CH:21]2[CH2:25][CH:24](OC)O[CH:22]2OC)[CH:20]=[CH:19][CH:18]=[CH:17][CH:16]=1.CC([O-])=O.[Na+], predict the reaction product. The product is: [CH3:1][O:2][C:3](=[O:14])[C@@H:4]([N:5]1[CH:24]=[CH:25][C:21]([C:15]2[CH:20]=[CH:19][CH:18]=[CH:17][CH:16]=2)=[CH:22]1)[CH2:6][C:7]1[CH:8]=[CH:9][C:10]([OH:13])=[CH:11][CH:12]=1. (2) Given the reactants [NH:1]1[CH2:6][CH2:5][CH:4]([N:7]2[CH2:12][CH2:11][CH:10]([N:13]3[C:17]4[CH:18]=[CH:19][CH:20]=[CH:21][C:16]=4[NH:15][C:14]3=[O:22])[CH2:9][CH2:8]2)[CH2:3][CH2:2]1.[CH3:23][C:24]1[CH:31]=[CH:30][CH:29]=[C:28]([CH3:32])[C:25]=1[CH:26]=O, predict the reaction product. The product is: [CH3:23][C:24]1[CH:31]=[CH:30][CH:29]=[C:28]([CH3:32])[C:25]=1[CH2:26][N:1]1[CH2:2][CH2:3][CH:4]([N:7]2[CH2:8][CH2:9][CH:10]([N:13]3[C:17]4[CH:18]=[CH:19][CH:20]=[CH:21][C:16]=4[NH:15][C:14]3=[O:22])[CH2:11][CH2:12]2)[CH2:5][CH2:6]1. (3) Given the reactants C[O:2][C:3](=O)[CH2:4][N:5]1[CH:10]([CH3:11])[CH2:9][N:8]([C:12]2[S:13][C:14]([Br:17])=[CH:15][N:16]=2)[CH2:7][CH:6]1[CH3:18].[H-].C([Al+]CC(C)C)C(C)C.[Cl-].[NH4+].C(OCC)C, predict the reaction product. The product is: [Br:17][C:14]1[S:13][C:12]([N:8]2[CH2:7][CH:6]([CH3:18])[N:5]([CH2:4][CH2:3][OH:2])[CH:10]([CH3:11])[CH2:9]2)=[N:16][CH:15]=1. (4) Given the reactants Br[C:2]1[CH:3]=[C:4]2[C:9](=[CH:10][CH:11]=1)[CH:8]=[C:7]([O:12][C:13]1[CH:25]=[C:24]([N+:26]([O-:28])=[O:27])[CH:23]=[CH:22][C:14]=1[C:15]([O:17][C:18]([CH3:21])([CH3:20])[CH3:19])=[O:16])[CH:6]=[CH:5]2.C1(C)C=CC=CC=1.C(OCC)(=O)C.[CH3:42][N:43](C)C=O, predict the reaction product. The product is: [C:42]([C:2]1[CH:3]=[C:4]2[C:9](=[CH:10][CH:11]=1)[CH:8]=[C:7]([O:12][C:13]1[CH:25]=[C:24]([N+:26]([O-:28])=[O:27])[CH:23]=[CH:22][C:14]=1[C:15]([O:17][C:18]([CH3:20])([CH3:21])[CH3:19])=[O:16])[CH:6]=[CH:5]2)#[N:43].